Dataset: Forward reaction prediction with 1.9M reactions from USPTO patents (1976-2016). Task: Predict the product of the given reaction. (1) Given the reactants Br[C:2]1[N:3]=[C:4]([CH:7]([O:20][Si:21]([C:24]([CH3:27])([CH3:26])[CH3:25])([CH3:23])[CH3:22])[CH2:8][CH2:9][CH2:10][CH2:11][CH2:12][CH2:13][C:14]2[CH:19]=[CH:18][CH:17]=[CH:16][CH:15]=2)[O:5][CH:6]=1.[CH3:28]I, predict the reaction product. The product is: [Si:21]([O:20][CH:7]([C:4]1[O:5][CH:6]=[C:2]([CH3:28])[N:3]=1)[CH2:8][CH2:9][CH2:10][CH2:11][CH2:12][CH2:13][C:14]1[CH:19]=[CH:18][CH:17]=[CH:16][CH:15]=1)([C:24]([CH3:27])([CH3:26])[CH3:25])([CH3:23])[CH3:22]. (2) The product is: [F:3][C:4]1([F:11])[CH:9]([OH:10])[CH2:8][CH2:7][N:6]([C:17]([O:16][C:13]([CH3:15])([CH3:14])[CH3:12])=[O:18])[CH2:5]1. Given the reactants N#N.[F:3][C:4]1([F:11])[CH:9]([OH:10])[CH2:8][CH2:7][NH:6][CH2:5]1.[CH3:12][C:13]([O:16][C:17](O[C:17]([O:16][C:13]([CH3:15])([CH3:14])[CH3:12])=[O:18])=[O:18])([CH3:15])[CH3:14].O, predict the reaction product. (3) Given the reactants [O:1]1[CH:5]=[CH:4][C:3]([CH:6]([OH:24])[CH:7]([CH2:13][C:14]2[CH:19]=[CH:18][C:17]([C:20]([F:23])([F:22])[F:21])=[CH:16][CH:15]=2)[C:8]([O:10]CC)=[O:9])=[CH:2]1.[OH-].[Na+].Cl, predict the reaction product. The product is: [O:1]1[CH:5]=[CH:4][C:3]([CH:6]([OH:24])[CH:7]([CH2:13][C:14]2[CH:19]=[CH:18][C:17]([C:20]([F:22])([F:23])[F:21])=[CH:16][CH:15]=2)[C:8]([OH:10])=[O:9])=[CH:2]1.